Task: Regression. Given a peptide amino acid sequence and an MHC pseudo amino acid sequence, predict their binding affinity value. This is MHC class II binding data.. Dataset: Peptide-MHC class II binding affinity with 134,281 pairs from IEDB (1) The peptide sequence is EKKYFAATQFEPLAD. The MHC is DRB1_0101 with pseudo-sequence DRB1_0101. The binding affinity (normalized) is 0.595. (2) The peptide sequence is KASPVLAFPAGVCPT. The MHC is HLA-DQA10104-DQB10503 with pseudo-sequence HLA-DQA10104-DQB10503. The binding affinity (normalized) is 0.0815. (3) The peptide sequence is AASLRKAGKSVVVLNK. The MHC is DRB1_0404 with pseudo-sequence DRB1_0404. The binding affinity (normalized) is 0.491. (4) The peptide sequence is KEIYNYMEPYVSKNP. The MHC is DRB1_1602 with pseudo-sequence DRB1_1602. The binding affinity (normalized) is 0.165. (5) The peptide sequence is RYANPIAFFRKEPLK. The MHC is HLA-DQA10103-DQB10603 with pseudo-sequence HLA-DQA10103-DQB10603. The binding affinity (normalized) is 0.206. (6) The peptide sequence is NIVVNVFNQLDQPLL. The MHC is DRB1_0901 with pseudo-sequence DRB1_0901. The binding affinity (normalized) is 0.517. (7) The peptide sequence is DMLKLFEFNKKAIET. The MHC is DRB1_0405 with pseudo-sequence DRB1_0405. The binding affinity (normalized) is 0.370. (8) The peptide sequence is LGHRDALEDDLLNRN. The MHC is HLA-DQA10401-DQB10402 with pseudo-sequence HLA-DQA10401-DQB10402. The binding affinity (normalized) is 0.0452. (9) The peptide sequence is LPADLMIRIIAQGPK. The MHC is DRB1_0101 with pseudo-sequence DRB1_0101. The binding affinity (normalized) is 0.518.